Dataset: CYP3A4 inhibition data for predicting drug metabolism from PubChem BioAssay. Task: Regression/Classification. Given a drug SMILES string, predict its absorption, distribution, metabolism, or excretion properties. Task type varies by dataset: regression for continuous measurements (e.g., permeability, clearance, half-life) or binary classification for categorical outcomes (e.g., BBB penetration, CYP inhibition). Dataset: cyp3a4_veith. (1) The molecule is COc1ccc(NC(=O)N2CC[C@@]3(CCCN(C(C)=O)C3)C2)cc1. The result is 0 (non-inhibitor). (2) The drug is CCOC(=O)N/N=C/c1ccc(F)cc1. The result is 0 (non-inhibitor).